From a dataset of Peptide-MHC class II binding affinity with 134,281 pairs from IEDB. Regression. Given a peptide amino acid sequence and an MHC pseudo amino acid sequence, predict their binding affinity value. This is MHC class II binding data. (1) The peptide sequence is QIYFESYVRPFVATT. The MHC is DRB1_1302 with pseudo-sequence DRB1_1302. The binding affinity (normalized) is 0.0544. (2) The peptide sequence is VIKLDSEEYHLLYQK. The MHC is DRB1_0101 with pseudo-sequence DRB1_0101. The binding affinity (normalized) is 0.307. (3) The peptide sequence is EISTNIRQA. The MHC is DRB1_0101 with pseudo-sequence DRB1_0101. The binding affinity (normalized) is 0. (4) The peptide sequence is QWHKEGSSIGKLFTQHHHHHH. The MHC is HLA-DQA10103-DQB10603 with pseudo-sequence HLA-DQA10103-DQB10603. The binding affinity (normalized) is 0. (5) The peptide sequence is EGLKLLSRCIEIDSA. The MHC is DRB1_0101 with pseudo-sequence DRB1_0101. The binding affinity (normalized) is 0.382. (6) The peptide sequence is QSAVVCGRRHSVRIR. The MHC is HLA-DPA10201-DPB10101 with pseudo-sequence HLA-DPA10201-DPB10101. The binding affinity (normalized) is 0. (7) The peptide sequence is SGGNHMLLDGVSVVA. The MHC is DRB1_0101 with pseudo-sequence DRB1_0101. The binding affinity (normalized) is 0.966. (8) The peptide sequence is LLDILDTAGLEEYSAMRD. The MHC is HLA-DQA10301-DQB10301 with pseudo-sequence HLA-DQA10301-DQB10301. The binding affinity (normalized) is 0.265. (9) The peptide sequence is KIDAAFKVAATAAAT. The MHC is DRB1_1302 with pseudo-sequence DRB1_1302. The binding affinity (normalized) is 0.436.